Task: Predict the reaction yield, written as a fraction of the theoretical maximum amount of product (1.0 means a 100% yield; for example, 0.34 means a 34% yield).. Dataset: Reaction yield outcomes from USPTO patents with 853,638 reactions The reactants are Cl[CH2:2][CH2:3][N:4]([CH2:12][CH2:13]Cl)[C:5](=[O:11])[O:6][C:7]([CH3:10])(C)C.[N:15]1[CH:20]=[CH:19][CH:18]=[CH:17][C:16]=1[C:21]1([NH2:24])[CH2:23][CH2:22]1.[CH:25](N(CC)C(C)C)(C)[CH3:26]. The catalyst is CN(C)C=O. The product is [N:15]1[CH:20]=[CH:19][CH:18]=[CH:17][C:16]=1[C:21]1([N:24]2[CH2:2][CH2:3][N:4]([C:5]([O:6][CH2:7][CH2:10][CH2:25][CH3:26])=[O:11])[CH2:12][CH2:13]2)[CH2:23][CH2:22]1. The yield is 0.170.